From a dataset of Reaction yield outcomes from USPTO patents with 853,638 reactions. Predict the reaction yield, written as a fraction of the theoretical maximum amount of product (1.0 means a 100% yield; for example, 0.34 means a 34% yield). (1) The reactants are [CH2:1]([NH:8][C:9](=[O:17])[C:10]1[CH:15]=[CH:14][C:13]([Cl:16])=[N:12][CH:11]=1)[C:2]1[CH:7]=[CH:6][CH:5]=[CH:4][CH:3]=1.[C:18]1([CH3:26])[CH:23]=[CH:22][CH:21]=[CH:20][C:19]=1[Mg]Cl.C(O)(=O)C. The catalyst is C1COCC1.O.O.C([O-])(=O)C.C([O-])(=O)C.C([O-])(=O)C.[Mn+3]. The product is [CH2:1]([NH:8][C:9](=[O:17])[C:10]1[C:15]([C:19]2[CH:20]=[CH:21][CH:22]=[CH:23][C:18]=2[CH3:26])=[CH:14][C:13]([Cl:16])=[N:12][CH:11]=1)[C:2]1[CH:7]=[CH:6][CH:5]=[CH:4][CH:3]=1. The yield is 0.880. (2) The reactants are [S:1]1[CH:5]=[CH:4][CH:3]=[CH:2]1.Cl.O.[CH2:8]1C[O:11][CH2:10][CH2:9]1. No catalyst specified. The product is [S:1]1[CH:5]=[CH:4][C:3]([CH:9]([CH3:8])[CH:10]=[O:11])=[CH:2]1. The yield is 0.300. (3) The reactants are BrB(Br)Br.[F:5][C:6]1[CH:7]=[C:8]([C:15]2([C:18]([O:20][CH3:21])=[O:19])[CH2:17][CH2:16]2)[CH:9]=[C:10]([F:14])[C:11]=1[O:12]C.CO. The catalyst is ClCCl. The product is [F:5][C:6]1[CH:7]=[C:8]([C:15]2([C:18]([O:20][CH3:21])=[O:19])[CH2:16][CH2:17]2)[CH:9]=[C:10]([F:14])[C:11]=1[OH:12]. The yield is 0.491.